This data is from Catalyst prediction with 721,799 reactions and 888 catalyst types from USPTO. The task is: Predict which catalyst facilitates the given reaction. (1) Reactant: Cl.[NH:2]1[CH2:7][CH2:6][CH:5]([O:8][C:9]2[CH:10]=[C:11]3[C:16](=[CH:17][CH:18]=2)[CH:15]=[N:14][CH:13]=[CH:12]3)[CH2:4][CH2:3]1.C(N(CC)CC)C.[Cl:26][C:27]1[CH:32]=[CH:31][N:30]=[CH:29][N:28]=1. The catalyst class is: 17. Product: [ClH:26].[N:28]1[CH:27]=[CH:32][CH:31]=[N:30][C:29]=1[N:2]1[CH2:7][CH2:6][CH:5]([O:8][C:9]2[CH:10]=[C:11]3[C:16](=[CH:17][CH:18]=2)[CH:15]=[N:14][CH:13]=[CH:12]3)[CH2:4][CH2:3]1. (2) Reactant: [C:1]1([C:7]([NH:9][CH:10]2[CH2:15][CH:14]([C:16]3[CH:21]=[CH:20][C:19]([C:22]([F:25])([F:24])[F:23])=[CH:18][CH:17]=3)[CH2:13][N:12]([C:26]([N:28]3[CH2:33][CH2:32][CH:31]([C:34]([O:36]C)=[O:35])[CH2:30][CH2:29]3)=[O:27])[CH2:11]2)=[O:8])[CH:6]=[CH:5][CH:4]=[CH:3][CH:2]=1.[OH-].[Li+]. Product: [C:1]1([C:7]([NH:9][CH:10]2[CH2:15][CH:14]([C:16]3[CH:21]=[CH:20][C:19]([C:22]([F:24])([F:23])[F:25])=[CH:18][CH:17]=3)[CH2:13][N:12]([C:26]([N:28]3[CH2:29][CH2:30][CH:31]([C:34]([OH:36])=[O:35])[CH2:32][CH2:33]3)=[O:27])[CH2:11]2)=[O:8])[CH:2]=[CH:3][CH:4]=[CH:5][CH:6]=1. The catalyst class is: 20. (3) Reactant: [NH2:1][C:2]1[N:7]=[C:6](Br)[C:5]([C:9]#[N:10])=[C:4]([S:11][CH3:12])[N:3]=1.[OH:13][CH2:14][C:15]1[CH:20]=[CH:19][CH:18]=[CH:17][N:16]=1.C1CCN2C(=NCCC2)CC1.O. Product: [NH2:1][C:2]1[N:3]=[C:4]([S:11][CH3:12])[C:5]([C:9]#[N:10])=[C:6]([O:13][CH2:14][C:15]2[CH:20]=[CH:19][CH:18]=[CH:17][N:16]=2)[N:7]=1. The catalyst class is: 57.